Dataset: Full USPTO retrosynthesis dataset with 1.9M reactions from patents (1976-2016). Task: Predict the reactants needed to synthesize the given product. Given the product [CH2:1]([O:3][C:4]([N:6]1[C:15]2[C:10](=[N:11][C:12]([O:16][CH3:17])=[CH:13][CH:14]=2)[C@@H:9]([NH:18][C:19]2[N:24]=[C:23]([CH2:25][C:26]3[CH:27]=[C:28]([C:36]([F:39])([F:37])[F:38])[CH:29]=[C:30]([C:32]([F:33])([F:35])[F:34])[CH:31]=3)[C:22]([N:40]3[CH2:45][CH2:44][N:43]([C:54]#[N:53])[CH2:42][CH2:41]3)=[CH:21][N:20]=2)[CH2:8][C@H:7]1[CH2:46][CH3:47])=[O:5])[CH3:2], predict the reactants needed to synthesize it. The reactants are: [CH2:1]([O:3][C:4]([N:6]1[C:15]2[C:10](=[N:11][C:12]([O:16][CH3:17])=[CH:13][CH:14]=2)[C@@H:9]([NH:18][C:19]2[N:24]=[C:23]([CH2:25][C:26]3[CH:31]=[C:30]([C:32]([F:35])([F:34])[F:33])[CH:29]=[C:28]([C:36]([F:39])([F:38])[F:37])[CH:27]=3)[C:22]([N:40]3[CH2:45][CH2:44][NH:43][CH2:42][CH2:41]3)=[CH:21][N:20]=2)[CH2:8][C@H:7]1[CH2:46][CH3:47])=[O:5])[CH3:2].C(=O)(O)[O-].[Na+].[N:53]#[C:54]Br.